From a dataset of Reaction yield outcomes from USPTO patents with 853,638 reactions. Predict the reaction yield, written as a fraction of the theoretical maximum amount of product (1.0 means a 100% yield; for example, 0.34 means a 34% yield). (1) The reactants are O.C(=O)([O-])[O-].[Na+].[Na+].[Br:8][C:9]1[CH:10]=[N:11][CH:12]=[C:13]([OH:15])[CH:14]=1.O.[I:17]I.Cl. No catalyst specified. The product is [Br:8][C:9]1[CH:14]=[C:13]([OH:15])[C:12]([I:17])=[N:11][CH:10]=1. The yield is 0.994. (2) The reactants are C(OC([NH:8][C@H:9]([C:18]([O:20][CH3:21])=[O:19])[CH2:10][C:11]1[CH:16]=[CH:15][C:14]([OH:17])=[CH:13][CH:12]=1)=O)(C)(C)C.[C:35]1(P([C:35]2[CH:40]=[CH:39][CH:38]=[CH:37][CH:36]=2)[C:35]2[CH:40]=[CH:39][CH:38]=[CH:37][CH:36]=2)[CH:40]=[CH:39][CH:38]=[CH:37][CH:36]=1.OCCC1N=C(CNC(=O)OC(C)(C)C)C=CC=1.C1CC[N:62]([C:65]([N:67]=[N:67][C:65]([N:62]2CCCC[CH2:61]2)=O)=O)[CH2:61]C1.C1(P(=O)(C2C=CC=CC=2)C2C=CC=CC=2)C=CC=CC=1. The catalyst is C(Cl)Cl.Cl.O1CCOCC1. The product is [CH3:61][NH:62][C:65]1[N:67]=[C:39]([CH2:40][CH2:35][O:17][C:14]2[CH:13]=[CH:12][C:11]([CH2:10][C@@H:9]([C:18]([O:20][CH3:21])=[O:19])[NH2:8])=[CH:16][CH:15]=2)[CH:38]=[CH:37][CH:36]=1. The yield is 0.560.